From a dataset of Catalyst prediction with 721,799 reactions and 888 catalyst types from USPTO. Predict which catalyst facilitates the given reaction. (1) Reactant: [NH:1]1[CH2:6][CH2:5][CH:4]([C:7]([OH:9])=[O:8])[CH2:3][CH2:2]1.[Cl:10][C:11]1[C:29]([CH3:30])=[CH:28][C:14]2[N:15]=[C:16]3[C:21]([N:22]([CH2:23][CH:24]=O)[C:13]=2[CH:12]=1)=[N:20][C:19](=[O:26])[NH:18][C:17]3=[O:27].[BH3-]C#N.[Na+]. Product: [Cl:10][C:11]1[C:29]([CH3:30])=[CH:28][C:14]2[N:15]=[C:16]3[C:21]([N:22]([CH2:23][CH2:24][N:1]4[CH2:6][CH2:5][CH:4]([C:7]([OH:9])=[O:8])[CH2:3][CH2:2]4)[C:13]=2[CH:12]=1)=[N:20][C:19](=[O:26])[NH:18][C:17]3=[O:27]. The catalyst class is: 404. (2) Reactant: [O:1]1[CH:5]=[CH:4][CH:3]=[C:2]1[CH:6]=[N:7][CH2:8][CH2:9][C:10]([O:12][CH2:13][CH3:14])=[O:11].[BH4-].[Na+]. The catalyst class is: 8. Product: [O:1]1[CH:5]=[CH:4][CH:3]=[C:2]1[CH2:6][NH:7][CH2:8][CH2:9][C:10]([O:12][CH2:13][CH3:14])=[O:11]. (3) Reactant: [CH3:1][N:2]([CH3:13])[C:3]1[CH:10]=[CH:9][C:6]([CH:7]=[O:8])=[C:5]([CH:11]=[CH2:12])[CH:4]=1.[CH2:14]([Mg]Br)[CH2:15][CH2:16][CH:17]=[CH2:18]. Product: [CH3:1][N:2]([CH3:13])[C:3]1[CH:10]=[CH:9][C:6]([CH:7]([OH:8])[CH2:18][CH2:17][CH2:16][CH:15]=[CH2:14])=[C:5]([CH:11]=[CH2:12])[CH:4]=1. The catalyst class is: 1. (4) Reactant: Br[C:2]1[CH:7]=[CH:6][C:5]([CH3:8])=[C:4]([O:9][CH2:10][CH2:11][CH2:12][O:13][CH3:14])[CH:3]=1.CN1CCOCC1.C([Li])CCC.CCCCCC.[Mg+2].[Br-].[Br-].BrCCBr.[N:40]([C@H:43]([C@@H:51]1[CH2:55][C@@H:54]([CH:56]([CH3:58])[CH3:57])[C:53](=[O:59])[O:52]1)[CH2:44][C@@H:45]([CH:48]([CH3:50])[CH3:49])[CH:46]=[O:47])=[N+:41]=[N-:42]. The catalyst class is: 1. Product: [N:40]([C@H:43]([C@H:51]1[O:52][C:53](=[O:59])[C@H:54]([CH:56]([CH3:58])[CH3:57])[CH2:55]1)[CH2:44][C@H:45]([CH:46]([OH:47])[C:2]1[CH:7]=[CH:6][C:5]([CH3:8])=[C:4]([O:9][CH2:10][CH2:11][CH2:12][O:13][CH3:14])[CH:3]=1)[CH:48]([CH3:50])[CH3:49])=[N+:41]=[N-:42]. (5) Product: [Br:23][C:24]1[CH:30]=[CH:29][C:27]([NH:28][C:7]2[C:11]3[CH:12]=[N:13][CH:14]=[CH:15][C:10]=3[O:9][C:8]=2[C:16]([O:18][CH2:19][CH3:20])=[O:17])=[C:26]([F:31])[CH:25]=1. Reactant: FC(F)(F)S(O[C:7]1[C:11]2[CH:12]=[N:13][CH:14]=[CH:15][C:10]=2[O:9][C:8]=1[C:16]([O:18][CH2:19][CH3:20])=[O:17])(=O)=O.[Br:23][C:24]1[CH:30]=[CH:29][C:27]([NH2:28])=[C:26]([F:31])[CH:25]=1.CC1(C)C2C(=C(P(C3C=CC=CC=3)C3C=CC=CC=3)C=CC=2)OC2C(P(C3C=CC=CC=3)C3C=CC=CC=3)=CC=CC1=2.[O-]P([O-])([O-])=O.[K+].[K+].[K+]. The catalyst class is: 101. (6) Reactant: [O-:1][CH2:2][CH3:3].[Na+].Br[CH2:6][CH2:7][CH2:8][CH2:9][CH2:10][CH2:11][C:12]([O:14][CH2:15][CH3:16])=[O:13]. Product: [CH2:2]([O:1][CH2:6][CH2:7][CH2:8][CH2:9][CH2:10][CH2:11][C:12]([O:14][CH2:15][CH3:16])=[O:13])[CH3:3]. The catalyst class is: 8. (7) Reactant: [OH:1][C:2]1[C:11]2[C:6](=[N:7][CH:8]=[CH:9][CH:10]=2)[N:5]([CH2:12][C:13]2[CH:18]=[CH:17][C:16]([C:19]([F:22])([F:21])[F:20])=[CH:15][CH:14]=2)[C:4](=[O:23])[C:3]=1[C:24]([NH:26][CH2:27][C:28]([O:30]C(C)(C)C)=[O:29])=[O:25].FC(F)(F)C(O)=O. Product: [OH:1][C:2]1[C:11]2[C:6](=[N:7][CH:8]=[CH:9][CH:10]=2)[N:5]([CH2:12][C:13]2[CH:18]=[CH:17][C:16]([C:19]([F:21])([F:20])[F:22])=[CH:15][CH:14]=2)[C:4](=[O:23])[C:3]=1[C:24]([NH:26][CH2:27][C:28]([OH:30])=[O:29])=[O:25]. The catalyst class is: 4.